From a dataset of NCI-60 drug combinations with 297,098 pairs across 59 cell lines. Regression. Given two drug SMILES strings and cell line genomic features, predict the synergy score measuring deviation from expected non-interaction effect. Drug 1: C1=CC(=CC=C1CCCC(=O)O)N(CCCl)CCCl. Drug 2: CC1=C(C(=CC=C1)Cl)NC(=O)C2=CN=C(S2)NC3=CC(=NC(=N3)C)N4CCN(CC4)CCO. Cell line: EKVX. Synergy scores: CSS=21.6, Synergy_ZIP=-4.43, Synergy_Bliss=2.39, Synergy_Loewe=-3.26, Synergy_HSA=-0.575.